From a dataset of Reaction yield outcomes from USPTO patents with 853,638 reactions. Predict the reaction yield, written as a fraction of the theoretical maximum amount of product (1.0 means a 100% yield; for example, 0.34 means a 34% yield). (1) The reactants are [S:1]1[C:5]([C:6]2[C:7]([O:27][CH3:28])=[CH:8][C:9]([O:25][CH3:26])=[C:10](/[CH:12]=[CH:13]/[C:14]([C:16]3[CH:24]=[CH:23][C:19]([C:20]([NH2:22])=[O:21])=[CH:18][CH:17]=3)=[O:15])[CH:11]=2)=[CH:4][C:3]2[CH:29]=[CH:30][CH:31]=[CH:32][C:2]1=2.C[Si]([N-][Si](C)(C)C)(C)C.[Li+].[C:43](OC(=O)C)(=[O:45])[CH3:44]. The catalyst is C1COCC1. The product is [C:43]([NH:22][C:20](=[O:21])[C:19]1[CH:23]=[CH:24][C:16]([C:14](=[O:15])/[CH:13]=[CH:12]/[C:10]2[CH:11]=[C:6]([C:5]3[S:1][C:2]4[CH:32]=[CH:31][CH:30]=[CH:29][C:3]=4[CH:4]=3)[C:7]([O:27][CH3:28])=[CH:8][C:9]=2[O:25][CH3:26])=[CH:17][CH:18]=1)(=[O:45])[CH3:44]. The yield is 0.290. (2) The reactants are [C:1]([C:3]1[CH:8]=[CH:7][CH:6]=[CH:5][C:4]=1[C:9]1[CH:14]=[CH:13][C:12]([CH2:15][CH:16]([C:22](=O)[CH2:23][CH2:24][CH3:25])[C:17](OCC)=[O:18])=[CH:11][CH:10]=1)#[N:2].S(O)(O)(=O)=O.[CH3:32][N:33]([CH3:37])[C:34]([NH2:36])=[NH:35].[O-]CC.[Na+].C(O)C. The catalyst is C(O)C. The product is [CH3:32][N:33]([CH3:37])[C:34]1[NH:36][C:17](=[O:18])[C:16]([CH2:15][C:12]2[CH:13]=[CH:14][C:9]([C:4]3[C:3]([C:1]#[N:2])=[CH:8][CH:7]=[CH:6][CH:5]=3)=[CH:10][CH:11]=2)=[C:22]([CH2:23][CH2:24][CH3:25])[N:35]=1. The yield is 0.300.